This data is from Forward reaction prediction with 1.9M reactions from USPTO patents (1976-2016). The task is: Predict the product of the given reaction. (1) Given the reactants [F:1][C:2]1[CH:7]=[CH:6][C:5]([CH2:8][C:9]([OH:11])=[O:10])=[CH:4][CH:3]=1.Cl.[CH3:13]O, predict the reaction product. The product is: [CH3:13][O:10][C:9](=[O:11])[CH2:8][C:5]1[CH:4]=[CH:3][C:2]([F:1])=[CH:7][CH:6]=1. (2) Given the reactants [OH:1][CH2:2][CH2:3][N:4]([CH:22]([CH3:24])[CH3:23])[C:5]([C:7]1[S:8][C:9]2[CH2:10][CH2:11][O:12][C:13]3[CH:20]=[CH:19][C:18](Br)=[CH:17][C:14]=3[C:15]=2[N:16]=1)=[O:6].O1CCCCC1[O:31][CH2:32][CH2:33][N:34]1[CH:38]=[C:37](B2OC(C)(C)C(C)(C)O2)[CH:36]=[N:35]1.C([O-])(=O)C.[K+].Cl, predict the reaction product. The product is: [OH:1][CH2:2][CH2:3][N:4]([CH:22]([CH3:24])[CH3:23])[C:5]([C:7]1[S:8][C:9]2[CH2:10][CH2:11][O:12][C:13]3[CH:20]=[CH:19][C:18]([C:37]4[CH:36]=[N:35][N:34]([CH2:33][CH2:32][OH:31])[CH:38]=4)=[CH:17][C:14]=3[C:15]=2[N:16]=1)=[O:6].